From a dataset of Reaction yield outcomes from USPTO patents with 853,638 reactions. Predict the reaction yield, written as a fraction of the theoretical maximum amount of product (1.0 means a 100% yield; for example, 0.34 means a 34% yield). (1) The reactants are C[Si]([N-][Si](C)(C)C)(C)C.[K+].F[C:12]1[CH:17]=[CH:16][C:15]([O:18][CH3:19])=[CH:14][CH:13]=1.[C:20](#[N:24])[CH:21]([CH3:23])[CH3:22].Cl. The catalyst is O1CCCC1. The product is [CH3:19][O:18][C:15]1[CH:16]=[CH:17][C:12]([C:21]([CH3:23])([CH3:22])[C:20]#[N:24])=[CH:13][CH:14]=1. The yield is 0.520. (2) The reactants are [Li+].[OH-].[C:3]1([C:12]([O:14]CC)=[O:13])[C:8]2[CH2:9][CH2:10][CH2:11][C:7]=2[CH:6]=[CH:5][N:4]=1. The catalyst is O.CO. The product is [C:3]1([C:12]([OH:14])=[O:13])[C:8]2[CH2:9][CH2:10][CH2:11][C:7]=2[CH:6]=[CH:5][N:4]=1. The yield is 0.630. (3) The reactants are [CH:1]([C:4]1[CH:9]=[CH:8][CH:7]=[CH:6][C:5]=1[OH:10])([CH3:3])[CH3:2].[C:11]1(=O)[O:16][C:14](=[O:15])[C:13]2=[CH:17][CH:18]=[CH:19][CH:20]=[C:12]12. The catalyst is [Cl-].[Zn+2].[Cl-]. The product is [OH:10][C:5]1[CH:6]=[CH:7][C:8]([C:11]2([C:8]3[CH:7]=[CH:6][C:5]([OH:10])=[C:4]([CH:1]([CH3:3])[CH3:2])[CH:9]=3)[C:12]3[C:13](=[CH:17][CH:18]=[CH:19][CH:20]=3)[C:14](=[O:15])[O:16]2)=[CH:9][C:4]=1[CH:1]([CH3:3])[CH3:2]. The yield is 0.960. (4) The reactants are [S:1]1[CH:5]=[CH:4][N:3]=[C:2]1[NH2:6].[N:7]1([C:12](N2C=CN=C2)=[S:13])[CH:11]=[CH:10][N:9]=[CH:8]1. The catalyst is C(#N)C.O1CCCC1. The product is [S:1]1[CH:5]=[CH:4][N:3]=[C:2]1[NH:6][C:12]([N:7]1[CH:11]=[CH:10][N:9]=[CH:8]1)=[S:13]. The yield is 0.830. (5) The reactants are [OH:1][C:2]1[CH:12]=[CH:11][C:5]([C:6]([O:8][CH2:9][CH3:10])=[O:7])=[CH:4][CH:3]=1.O[CH:14]1[CH2:19][CH2:18][N:17]([C:20]([O:22][C:23]([CH3:26])([CH3:25])[CH3:24])=[O:21])[CH2:16][CH2:15]1.C1(P(C2C=CC=CC=2)C2C=CC=CC=2)C=CC=CC=1.N(C(OC(C)C)=O)=NC(OC(C)C)=O. The catalyst is O1CCCC1. The product is [CH2:9]([O:8][C:6]([C:5]1[CH:4]=[CH:3][C:2]([O:1][CH:14]2[CH2:19][CH2:18][N:17]([C:20]([O:22][C:23]([CH3:26])([CH3:25])[CH3:24])=[O:21])[CH2:16][CH2:15]2)=[CH:12][CH:11]=1)=[O:7])[CH3:10]. The yield is 0.620.